Dataset: Peptide-MHC class II binding affinity with 134,281 pairs from IEDB. Task: Regression. Given a peptide amino acid sequence and an MHC pseudo amino acid sequence, predict their binding affinity value. This is MHC class II binding data. (1) The peptide sequence is DNINTPEGIIPALFE. The MHC is DRB1_0405 with pseudo-sequence DRB1_0405. The binding affinity (normalized) is 0. (2) The binding affinity (normalized) is 0.807. The peptide sequence is MSRIGMEVTPSGTWL. The MHC is DRB1_0101 with pseudo-sequence DRB1_0101. (3) The peptide sequence is EKKYFAAEQFEPLAA. The MHC is DRB1_0701 with pseudo-sequence DRB1_0701. The binding affinity (normalized) is 0.363. (4) The peptide sequence is GELQIVDKIDAALKI. The MHC is DRB1_1302 with pseudo-sequence DRB1_1302. The binding affinity (normalized) is 0.814. (5) The peptide sequence is ISKISGEWYSIFLASD. The MHC is DRB1_0301 with pseudo-sequence DRB1_0301. The binding affinity (normalized) is 0. (6) The peptide sequence is LIGLRIVFAVLSIVNRVRQG. The MHC is HLA-DQA10501-DQB10201 with pseudo-sequence HLA-DQA10501-DQB10201. The binding affinity (normalized) is 0.432. (7) The peptide sequence is PGTFQTTTGEIGAIA. The MHC is DRB1_0404 with pseudo-sequence DRB1_0404. The binding affinity (normalized) is 0.294. (8) The peptide sequence is RRTGNIQIRLPWYSY. The MHC is DRB1_1101 with pseudo-sequence DRB1_1101. The binding affinity (normalized) is 0.397. (9) The peptide sequence is LAKYKANWIEIMRIK. The MHC is DRB1_1001 with pseudo-sequence DRB1_1001. The binding affinity (normalized) is 0.668. (10) The peptide sequence is KSILLIMNANTLMGR. The MHC is H-2-IAb with pseudo-sequence H-2-IAb. The binding affinity (normalized) is 0.0702.